This data is from Full USPTO retrosynthesis dataset with 1.9M reactions from patents (1976-2016). The task is: Predict the reactants needed to synthesize the given product. Given the product [CH2:32]([O:39][C:40]1[C:45]([C:4]2[C:5]3[N:6]([CH2:23][C@H:24]4[CH2:29][CH2:28][C@H:27]([CH3:30])[CH2:26][CH2:25]4)[C:7]([N:11]4[CH2:16][CH2:15][O:14][CH2:13][C@H:12]4[C:17]4[CH:18]=[CH:19][CH:20]=[CH:21][CH:22]=4)=[N:8][C:9]=3[CH:50]=[C:2]([Cl:1])[N:3]=2)=[CH:44][C:43]([Cl:49])=[CH:42][N:41]=1)[C:33]1[CH:38]=[CH:37][CH:36]=[CH:35][CH:34]=1, predict the reactants needed to synthesize it. The reactants are: [Cl:1][C:2]1N=[C:9]2[C:5]([N:6]([CH2:23][C@H:24]3[CH2:29][CH2:28][C@H:27]([CH3:30])[CH2:26][CH2:25]3)[C:7]([N:11]3[CH2:16][CH2:15][O:14][CH2:13][C@H:12]3[C:17]3[CH:22]=[CH:21][CH:20]=[CH:19][CH:18]=3)=[N:8]2)=[C:4](Cl)[N:3]=1.[CH2:32]([O:39][C:40]1[C:45](B(O)O)=[CH:44][C:43]([Cl:49])=[CH:42][N:41]=1)[C:33]1[CH:38]=[CH:37][CH:36]=[CH:35][CH:34]=1.[C:50]([O-])([O-])=O.[Na+].[Na+].